Dataset: Reaction yield outcomes from USPTO patents with 853,638 reactions. Task: Predict the reaction yield, written as a fraction of the theoretical maximum amount of product (1.0 means a 100% yield; for example, 0.34 means a 34% yield). (1) The reactants are [CH3:1][C:2]1[C:6]2[C:7](=[O:19])[N:8]([CH2:11][CH2:12][N:13]3[CH2:18][CH2:17][CH2:16][CH2:15][CH2:14]3)[CH2:9][CH2:10][C:5]=2[NH:4][C:3]=1[CH:20]=O.[Br:22][C:23]1[CH:24]=[C:25]2[CH2:31][C:30](=[O:32])[NH:29][C:26]2=[N:27][CH:28]=1. No catalyst specified. The product is [Br:22][C:23]1[CH:24]=[C:25]2[C:31](=[CH:20][C:3]3[NH:4][C:5]4[CH2:10][CH2:9][N:8]([CH2:11][CH2:12][N:13]5[CH2:14][CH2:15][CH2:16][CH2:17][CH2:18]5)[C:7](=[O:19])[C:6]=4[C:2]=3[CH3:1])[C:30](=[O:32])[NH:29][C:26]2=[N:27][CH:28]=1. The yield is 0.651. (2) The reactants are C([O:9][CH2:10][CH2:11][CH2:12][CH2:13][CH2:14][CH2:15][CH2:16][CH2:17]CC)(=O)C1C=CC=CC=1.[CH2:20]([OH:28])[CH2:21][CH2:22][CH2:23][CH2:24][CH2:25][CH2:26][CH3:27].[CH2:29](Cl)C=CC1C=CC=CC=1. No catalyst specified. The product is [C:20]([O:9][CH2:10][CH2:11][CH2:12][CH2:13][CH2:14][CH2:15][CH2:16][CH3:17])(=[O:28])[CH:21]=[CH:22][C:23]1[CH:29]=[CH:27][CH:26]=[CH:25][CH:24]=1. The yield is 0.710. (3) The reactants are [C:1]1(=[O:10])[C:5]2=[CH:6][S:7][CH:8]=[C:4]2[C:3](=[O:9])[O:2]1.[OH:11][CH2:12][N:13]1[C:18](=[O:19])[CH2:17][CH2:16][CH:15]([N:20]2[C:28](=[O:29])[C:27]3[C:22](=[CH:23][CH:24]=[CH:25][CH:26]=3)[C:21]2=[O:30])[C:14]1=[O:31]. The catalyst is CN(C1C=CN=CC=1)C.C(Cl)Cl. The product is [O:29]=[C:28]1[C:27]2[C:22](=[CH:23][CH:24]=[CH:25][CH:26]=2)[C:21](=[O:30])[N:20]1[CH:15]1[CH2:16][CH2:17][C:18](=[O:19])[N:13]([CH2:12][O:11][C:3]([C:4]2[C:5]([C:1]([OH:10])=[O:2])=[CH:6][S:7][CH:8]=2)=[O:9])[C:14]1=[O:31]. The yield is 0.400.